Dataset: Full USPTO retrosynthesis dataset with 1.9M reactions from patents (1976-2016). Task: Predict the reactants needed to synthesize the given product. (1) Given the product [CH2:12]([O:11][C:9]([C:8]1[N:25]=[C:15](/[CH:16]=[CH:17]/[C:18]2[CH:23]=[CH:22][CH:21]=[CH:20][CH:19]=2)[O:24][CH:7]=1)=[O:10])[CH3:13], predict the reactants needed to synthesize it. The reactants are: C(=O)([O-])O.[Na+].Br[CH2:7][C:8](=O)[C:9]([O:11][CH2:12][CH3:13])=[O:10].[C:15]([NH2:25])(=[O:24])[CH:16]=[CH:17][C:18]1[CH:23]=[CH:22][CH:21]=[CH:20][CH:19]=1. (2) Given the product [Br:1][C:2]1[C:7]([CH3:8])=[CH:6][C:5]([NH:11][C:12]2([C:15]([OH:17])=[O:16])[CH2:14][CH2:13]2)=[CH:4][C:3]=1[CH3:10], predict the reactants needed to synthesize it. The reactants are: [Br:1][C:2]1[C:7]([CH3:8])=[CH:6][C:5](I)=[CH:4][C:3]=1[CH3:10].[NH2:11][C:12]1([C:15]([OH:17])=[O:16])[CH2:14][CH2:13]1.C1(C2CCCCCCCCCC=2)CCCCCCCCNN=1. (3) Given the product [CH:1]1([O:6][C:8]2[NH:9][C:10](=[O:18])[C:11]3[CH:17]=[CH:16][N:15]=[CH:14][C:12]=3[N:13]=2)[CH2:5][CH2:4][CH2:3][CH2:2]1, predict the reactants needed to synthesize it. The reactants are: [CH:1]1([OH:6])[CH2:5][CH2:4][CH2:3][CH2:2]1.Cl[C:8]1[N:9]=[C:10]([OH:18])[C:11]2[CH:17]=[CH:16][N:15]=[CH:14][C:12]=2[N:13]=1. (4) Given the product [NH2:19][C@:8]([C:6]1[C:5]([F:26])=[CH:4][CH:3]=[C:2]([Br:1])[N:7]=1)([CH:9]([F:11])[F:10])[CH2:12][C@H:13]([OH:18])[C:14]([F:15])([F:16])[F:17], predict the reactants needed to synthesize it. The reactants are: [Br:1][C:2]1[N:7]=[C:6]([C@@:8]([NH:19][S@@](C(C)(C)C)=O)([CH2:12][C@@H:13]([OH:18])[C:14]([F:17])([F:16])[F:15])[CH:9]([F:11])[F:10])[C:5]([F:26])=[CH:4][CH:3]=1.Cl. (5) Given the product [CH:1]1([C:4]2[CH:9]=[C:8]([C:10]#[C:11][C:17]3[CH:22]=[CH:21][C:20]([F:23])=[C:19]([O:24][CH2:25][CH:26]([F:28])[F:27])[CH:18]=3)[CH:7]=[CH:6][C:5]=2[O:12][CH:13]([F:14])[F:15])[CH2:3][CH2:2]1, predict the reactants needed to synthesize it. The reactants are: [CH:1]1([C:4]2[CH:9]=[C:8]([C:10]#[CH:11])[CH:7]=[CH:6][C:5]=2[O:12][CH:13]([F:15])[F:14])[CH2:3][CH2:2]1.Br[C:17]1[CH:22]=[CH:21][C:20]([F:23])=[C:19]([O:24][CH2:25][CH:26]([F:28])[F:27])[CH:18]=1. (6) Given the product [C:5]([O:9][C:10](=[O:11])[NH:12][C@@H:13]([C@H:15]([C:18]1[O:19][CH:20]=[C:21]([C:23](=[O:25])[NH2:32])[N:22]=1)[CH2:16][CH3:17])[CH3:14])([CH3:6])([CH3:7])[CH3:8], predict the reactants needed to synthesize it. The reactants are: C(Cl)CCl.[C:5]([O:9][C:10]([NH:12][C@@H:13]([C@H:15]([C:18]1[O:19][CH:20]=[C:21]([C:23]([OH:25])=O)[N:22]=1)[CH2:16][CH3:17])[CH3:14])=[O:11])([CH3:8])([CH3:7])[CH3:6].C1C=CC2N(O)N=[N:32]C=2C=1.